This data is from Reaction yield outcomes from USPTO patents with 853,638 reactions. The task is: Predict the reaction yield, written as a fraction of the theoretical maximum amount of product (1.0 means a 100% yield; for example, 0.34 means a 34% yield). The reactants are [Cl:1][C:2]1[CH:3]=[C:4]([CH:7]=[C:8]([Cl:10])[CH:9]=1)[CH:5]=[O:6].[F:11][C:12]([Si](C)(C)C)([F:14])[F:13].[F-].C([N+](CCCC)(CCCC)CCCC)CCC. The catalyst is C1COCC1.Cl.O. The product is [Cl:1][C:2]1[CH:3]=[C:4]([CH:5]([OH:6])[C:12]([F:14])([F:13])[F:11])[CH:7]=[C:8]([Cl:10])[CH:9]=1. The yield is 0.600.